Predict the reaction yield, written as a fraction of the theoretical maximum amount of product (1.0 means a 100% yield; for example, 0.34 means a 34% yield). From a dataset of Reaction yield outcomes from USPTO patents with 853,638 reactions. (1) The reactants are O1CCCC1.[OH-].[Na+].[NH2:8][C:9]1[C:14]([C:15]2[O:19][N:18]=[C:17]([CH2:20][C:21]3[CH:26]=[CH:25][C:24]([OH:27])=[CH:23][CH:22]=3)[CH:16]=2)=[CH:13][CH:12]=[CH:11][N:10]=1.Cl[CH2:29][C:30]1[CH:35]=[CH:34][CH:33]=[C:32]([O:36][CH3:37])[N:31]=1. The catalyst is CN(C)C=O. The product is [CH3:37][O:36][C:32]1[N:31]=[C:30]([CH2:29][O:27][C:24]2[CH:25]=[CH:26][C:21]([CH2:20][C:17]3[CH:16]=[C:15]([C:14]4[C:9]([NH2:8])=[N:10][CH:11]=[CH:12][CH:13]=4)[O:19][N:18]=3)=[CH:22][CH:23]=2)[CH:35]=[CH:34][CH:33]=1. The yield is 0.840. (2) The reactants are Br[C:2]1[C:10]2[O:9][C:8]([C:11]3[CH:16]=[CH:15][C:14]([O:17][CH3:18])=[CH:13][CH:12]=3)=[N:7][C:6]=2[CH:5]=[C:4]([O:19][CH3:20])[CH:3]=1.C([Sn](CCCC)(CCCC)[C:26]1[O:27][CH:28]=[CH:29][CH:30]=1)CCC. The catalyst is CC1C=CC(C)=CC=1.[Cl-].[NH4+].CC1C=CC=CC=1[P](C1C=CC=CC=1C)([Pd](Cl)(Cl)[P](C1=C(C)C=CC=C1)(C1C=CC=CC=1C)C1C=CC=CC=1C)C1C=CC=CC=1C. The product is [O:27]1[CH:28]=[CH:29][CH:30]=[C:26]1[C:2]1[C:10]2[O:9][C:8]([C:11]3[CH:16]=[CH:15][C:14]([O:17][CH3:18])=[CH:13][CH:12]=3)=[N:7][C:6]=2[CH:5]=[C:4]([O:19][CH3:20])[CH:3]=1. The yield is 0.990. (3) The reactants are [C:9](O[C:9]([O:11][C:12]([CH3:15])([CH3:14])[CH3:13])=[O:10])([O:11][C:12]([CH3:15])([CH3:14])[CH3:13])=[O:10].Cl.[Br:17][C:18]1[CH:19]=[C:20]([CH:23]=[CH:24][CH:25]=1)[CH2:21][NH2:22].C(N(CC)CC)C. The yield is 0.880. The product is [Br:17][C:18]1[CH:19]=[C:20]([CH:23]=[CH:24][CH:25]=1)[CH2:21][NH:22][C:9](=[O:10])[O:11][C:12]([CH3:13])([CH3:14])[CH3:15]. The catalyst is ClCCl. (4) The reactants are Br[CH2:2]/[CH:3]=[CH:4]/[C:5]([NH:7][C:8]1[CH:39]=[CH:38][C:11]([C:12]([NH:14][C@H:15]2[CH2:20][CH2:19][CH2:18][C@@H:17]([NH:21][C:22]3[N:27]=[C:26]([C:28]4[C:36]5[C:31](=[CH:32][CH:33]=[CH:34][CH:35]=5)[NH:30][CH:29]=4)[C:25]([Cl:37])=[CH:24][N:23]=3)[CH2:16]2)=[O:13])=[CH:10][CH:9]=1)=[O:6].CCN(C(C)C)C(C)C.CN1C(=[O:55])CCC1.O. No catalyst specified. The product is [Cl:37][C:25]1[C:26]([C:28]2[C:36]3[C:31](=[CH:32][CH:33]=[CH:34][CH:35]=3)[NH:30][CH:29]=2)=[N:27][C:22]([NH:21][C@@H:17]2[CH2:18][CH2:19][CH2:20][C@H:15]([NH:14][C:12](=[O:13])[C:11]3[CH:38]=[CH:39][C:8]([NH:7][C:5](=[O:6])/[CH:4]=[CH:3]/[CH2:2][OH:55])=[CH:9][CH:10]=3)[CH2:16]2)=[N:23][CH:24]=1. The yield is 0.180.